From a dataset of Full USPTO retrosynthesis dataset with 1.9M reactions from patents (1976-2016). Predict the reactants needed to synthesize the given product. (1) Given the product [CH3:28][O:29][C:30]1[CH:35]=[CH:34][C:33]([C:36]2[CH:41]=[CH:40][N:39]=[C:38]3[NH:42][C:43]([C:45]4[CH:53]=[CH:52][C:48]([C:49]([NH:62][CH2:61][CH2:60][N:54]5[CH2:59][CH2:58][CH2:57][CH2:56][CH2:55]5)=[O:50])=[CH:47][CH:46]=4)=[N:44][C:37]=23)=[CH:32][CH:31]=1, predict the reactants needed to synthesize it. The reactants are: C(N(CC)CC)C.[B-](F)(F)(F)F.CN(C(ON1C(=O)CCC1=O)=[N+](C)C)C.[CH3:28][O:29][C:30]1[CH:35]=[CH:34][C:33]([C:36]2[CH:41]=[CH:40][N:39]=[C:38]3[NH:42][C:43]([C:45]4[CH:53]=[CH:52][C:48]([C:49](O)=[O:50])=[CH:47][CH:46]=4)=[N:44][C:37]=23)=[CH:32][CH:31]=1.[N:54]1([CH2:60][CH2:61][NH2:62])[CH2:59][CH2:58][CH2:57][CH2:56][CH2:55]1. (2) The reactants are: [CH3:1][N:2]([CH2:13][C:14]1[N:18]([CH2:19][C@H:20]2[CH2:25][CH2:24][CH2:23][N:22](C(OC(C)(C)C)=O)[CH2:21]2)[C:17]2[CH:33]=[CH:34][CH:35]=[CH:36][C:16]=2[N:15]=1)[C@@H:3]1[C:12]2[N:11]=[CH:10][CH:9]=[CH:8][C:7]=2[CH2:6][CH2:5][CH2:4]1. Given the product [CH3:1][N:2]([CH2:13][C:14]1[N:18]([CH2:19][C@H:20]2[CH2:25][CH2:24][CH2:23][NH:22][CH2:21]2)[C:17]2[CH:33]=[CH:34][CH:35]=[CH:36][C:16]=2[N:15]=1)[C@@H:3]1[C:12]2[N:11]=[CH:10][CH:9]=[CH:8][C:7]=2[CH2:6][CH2:5][CH2:4]1, predict the reactants needed to synthesize it. (3) Given the product [I:17][C:8]1[CH:7]=[C:6]2[C:11](=[CH:10][CH:9]=1)[C:2]([CH3:1])=[N:3][CH:4]=[CH:5]2, predict the reactants needed to synthesize it. The reactants are: [CH3:1][C:2]1[C:11]2[C:6](=[CH:7][C:8](N)=[CH:9][CH:10]=2)[CH:5]=[CH:4][N:3]=1.N([O-])=O.[Na+].[I-:17].[Na+].